From a dataset of NCI-60 drug combinations with 297,098 pairs across 59 cell lines. Regression. Given two drug SMILES strings and cell line genomic features, predict the synergy score measuring deviation from expected non-interaction effect. (1) Drug 1: CNC(=O)C1=CC=CC=C1SC2=CC3=C(C=C2)C(=NN3)C=CC4=CC=CC=N4. Drug 2: CCN(CC)CCCC(C)NC1=C2C=C(C=CC2=NC3=C1C=CC(=C3)Cl)OC. Cell line: KM12. Synergy scores: CSS=35.4, Synergy_ZIP=-3.46, Synergy_Bliss=-4.93, Synergy_Loewe=-2.37, Synergy_HSA=-2.57. (2) Drug 1: C1CCN(CC1)CCOC2=CC=C(C=C2)C(=O)C3=C(SC4=C3C=CC(=C4)O)C5=CC=C(C=C5)O. Drug 2: C(CCl)NC(=O)N(CCCl)N=O. Cell line: HCT116. Synergy scores: CSS=6.85, Synergy_ZIP=0.754, Synergy_Bliss=3.57, Synergy_Loewe=-2.04, Synergy_HSA=-1.50. (3) Drug 1: C#CCC(CC1=CN=C2C(=N1)C(=NC(=N2)N)N)C3=CC=C(C=C3)C(=O)NC(CCC(=O)O)C(=O)O. Drug 2: CC12CCC3C(C1CCC2OP(=O)(O)O)CCC4=C3C=CC(=C4)OC(=O)N(CCCl)CCCl.[Na+]. Cell line: NCI-H322M. Synergy scores: CSS=3.35, Synergy_ZIP=-1.33, Synergy_Bliss=0.320, Synergy_Loewe=1.47, Synergy_HSA=0.665. (4) Drug 1: CN1C2=C(C=C(C=C2)N(CCCl)CCCl)N=C1CCCC(=O)O.Cl. Drug 2: CC1CCC2CC(C(=CC=CC=CC(CC(C(=O)C(C(C(=CC(C(=O)CC(OC(=O)C3CCCCN3C(=O)C(=O)C1(O2)O)C(C)CC4CCC(C(C4)OC)O)C)C)O)OC)C)C)C)OC. Cell line: HT29. Synergy scores: CSS=37.1, Synergy_ZIP=-7.98, Synergy_Bliss=-10.4, Synergy_Loewe=-47.1, Synergy_HSA=-8.97. (5) Drug 1: C1C(C(OC1N2C=C(C(=O)NC2=O)F)CO)O. Drug 2: CC1=C(C=C(C=C1)C(=O)NC2=CC(=CC(=C2)C(F)(F)F)N3C=C(N=C3)C)NC4=NC=CC(=N4)C5=CN=CC=C5. Cell line: NCI-H522. Synergy scores: CSS=1.93, Synergy_ZIP=-1.94, Synergy_Bliss=-2.63, Synergy_Loewe=-5.71, Synergy_HSA=-3.82. (6) Drug 1: C1=C(C(=O)NC(=O)N1)N(CCCl)CCCl. Drug 2: CS(=O)(=O)OCCCCOS(=O)(=O)C. Cell line: SN12C. Synergy scores: CSS=47.3, Synergy_ZIP=4.63, Synergy_Bliss=8.17, Synergy_Loewe=-3.19, Synergy_HSA=9.53. (7) Drug 1: CCC1=CC2CC(C3=C(CN(C2)C1)C4=CC=CC=C4N3)(C5=C(C=C6C(=C5)C78CCN9C7C(C=CC9)(C(C(C8N6C)(C(=O)OC)O)OC(=O)C)CC)OC)C(=O)OC.C(C(C(=O)O)O)(C(=O)O)O. Cell line: HOP-62. Drug 2: CC(CN1CC(=O)NC(=O)C1)N2CC(=O)NC(=O)C2. Synergy scores: CSS=21.1, Synergy_ZIP=-1.06, Synergy_Bliss=4.89, Synergy_Loewe=-10.2, Synergy_HSA=6.11.